Dataset: Forward reaction prediction with 1.9M reactions from USPTO patents (1976-2016). Task: Predict the product of the given reaction. (1) Given the reactants [F:1][C:2]1[CH:7]=[CH:6][CH:5]=[CH:4][C:3]=1[C:8]1[N:12]([S:13]([C:16]2[CH:21]=[CH:20][CH:19]=[C:18]([O:22]C3CCCCO3)[CH:17]=2)(=[O:15])=[O:14])[CH:11]=[C:10]([CH2:29][N:30]([CH3:38])[C:31](=[O:37])[O:32][C:33]([CH3:36])([CH3:35])[CH3:34])[CH:9]=1.C1(C)C=CC(S(O)(=O)=O)=CC=1, predict the reaction product. The product is: [F:1][C:2]1[CH:7]=[CH:6][CH:5]=[CH:4][C:3]=1[C:8]1[N:12]([S:13]([C:16]2[CH:21]=[CH:20][CH:19]=[C:18]([OH:22])[CH:17]=2)(=[O:14])=[O:15])[CH:11]=[C:10]([CH2:29][N:30]([CH3:38])[C:31](=[O:37])[O:32][C:33]([CH3:34])([CH3:35])[CH3:36])[CH:9]=1. (2) Given the reactants [NH2:1][CH2:2][C@@H:3]([NH:19][C:20](=[O:33])[CH:21]=[CH:22][C:23]1[CH:28]=[C:27]([C:29]#[N:30])[CH:26]=[CH:25][C:24]=1[O:31][CH3:32])[CH2:4][N:5]1[CH2:10][CH2:9][CH:8]([O:11][C:12]2[CH:17]=[CH:16][C:15]([F:18])=[CH:14][CH:13]=2)[CH2:7][CH2:6]1.Cl.C(N(CC)CC)C.[C:42](Cl)(=[O:44])[CH3:43], predict the reaction product. The product is: [C:42]([NH:1][CH2:2][C@@H:3]([NH:19][C:20](=[O:33])/[CH:21]=[CH:22]/[C:23]1[CH:28]=[C:27]([C:29]#[N:30])[CH:26]=[CH:25][C:24]=1[O:31][CH3:32])[CH2:4][N:5]1[CH2:10][CH2:9][CH:8]([O:11][C:12]2[CH:13]=[CH:14][C:15]([F:18])=[CH:16][CH:17]=2)[CH2:7][CH2:6]1)(=[O:44])[CH3:43]. (3) Given the reactants [C:1](=[O:12])(OC(Cl)(Cl)Cl)OC(Cl)(Cl)Cl.Cl.[CH3:14][O:15][C:16]([N:18]1[CH2:23][CH2:22][CH:21]([NH2:24])[CH2:20][CH2:19]1)=[O:17].[C@H:25]1([NH:34][C:35]2[CH:44]=[CH:43][C:42]3[C:37](=[CH:38][CH:39]=[C:40]([NH2:45])[CH:41]=3)[N:36]=2)[C:33]2[C:28](=[CH:29][CH:30]=[CH:31][CH:32]=2)[CH2:27][CH2:26]1, predict the reaction product. The product is: [CH3:14][O:15][C:16]([N:18]1[CH2:23][CH2:22][CH:21]([NH:24][C:1]([NH:45][C:40]2[CH:41]=[C:42]3[C:37](=[CH:38][CH:39]=2)[N:36]=[C:35]([NH:34][C@H:25]2[C:33]4[C:28](=[CH:29][CH:30]=[CH:31][CH:32]=4)[CH2:27][CH2:26]2)[CH:44]=[CH:43]3)=[O:12])[CH2:20][CH2:19]1)=[O:17]. (4) Given the reactants CC(C)([O-])C.[K+].[CH3:7][C:8]#[N:9].[Br:10][C:11]1[CH:12]=[C:13]([CH:16]=[CH:17][CH:18]=1)[CH:14]=[O:15], predict the reaction product. The product is: [Br:10][C:11]1[CH:12]=[C:13]([CH:14]([OH:15])[CH2:7][C:8]#[N:9])[CH:16]=[CH:17][CH:18]=1.